The task is: Predict the reaction yield, written as a fraction of the theoretical maximum amount of product (1.0 means a 100% yield; for example, 0.34 means a 34% yield).. This data is from Reaction yield outcomes from USPTO patents with 853,638 reactions. (1) The reactants are CO[C:3](=[O:17])[C:4]1[C:9]([C:10]([F:13])([F:12])[F:11])=[CH:8][C:7]([F:14])=[CH:6][C:5]=1[CH2:15]Br.[F:18][C:19]1[CH:20]=[C:21]([CH:24]=[CH:25][C:26]=1[CH3:27])[CH2:22][NH2:23].C([O-])([O-])=O.[K+].[K+].C(OCC)(=O)C. The catalyst is C1(C)C=CC=CC=1.CCCCCC. The product is [F:14][C:7]1[CH:6]=[C:5]2[C:4](=[C:9]([C:10]([F:11])([F:12])[F:13])[CH:8]=1)[C:3](=[O:17])[N:23]([CH2:22][C:21]1[CH:24]=[CH:25][C:26]([CH3:27])=[C:19]([F:18])[CH:20]=1)[CH2:15]2. The yield is 0.310. (2) The reactants are C(OC([N:8]1[CH2:17][C:16]2[CH:18]=[C:19]([Cl:22])[CH:20]=[CH:21][C:15]=2[N:14]2[C:10](=[N:11][N:12]=[C:13]2[Br:23])[CH2:9]1)=O)(C)(C)C.Cl. The catalyst is [OH-].[Na+]. The product is [Br:23][C:13]1[N:14]2[C:10]([CH2:9][NH:8][CH2:17][C:16]3[CH:18]=[C:19]([Cl:22])[CH:20]=[CH:21][C:15]=32)=[N:11][N:12]=1. The yield is 0.840. (3) The reactants are [C:1]([O:10]C)(=O)[C:2]1[C:3](=[CH:5][CH:6]=[CH:7][CH:8]=1)[SH:4].[C:12]([C:14]1[CH:19]=[CH:18][CH:17]=[C:16]([S:20][CH3:21])[N:15]=1)#[N:13].C(N(CC)CC)C. The catalyst is C1(C)C=CC=CC=1. The product is [CH3:21][S:20][C:16]1[N:15]=[C:14]([C:12]2[S:4][C:3]3[CH:5]=[CH:6][CH:7]=[CH:8][C:2]=3[C:1](=[O:10])[N:13]=2)[CH:19]=[CH:18][CH:17]=1. The yield is 0.370. (4) The reactants are C(N1CCN(C2C=CC([NH:20][C:21]3[C:26]([F:27])=[CH:25][N:24]=[C:23](Cl)[N:22]=3)=CC=2)CC1)C1C=CC=CC=1.[CH2:29]1[CH2:39][O:38][C:37]2[CH:36]=[CH:35][C:33]([NH2:34])=[CH:32][C:31]=2[O:30]1. No catalyst specified. The product is [CH2:29]1[CH2:39][O:38][C:37]2[CH:36]=[CH:35][C:33]([NH:34][C:23]3[N:22]=[C:21]([NH2:20])[C:26]([F:27])=[CH:25][N:24]=3)=[CH:32][C:31]=2[O:30]1. The yield is 0.630. (5) The product is [Cl:1][C:2]1[CH:7]=[CH:6][C:5]([S:8][C:9]2[C:13]([CH3:14])=[N:12][N:11]([C:15]3[N:20]=[C:19]([C:21]4[CH:26]=[CH:25][CH:24]=[CH:23][N:22]=4)[CH:18]=[CH:17][N:16]=3)[C:10]=2[O:27][CH3:28])=[CH:4][CH:3]=1. The yield is 0.0200. The catalyst is CC(C)=O. The reactants are [Cl:1][C:2]1[CH:7]=[CH:6][C:5]([S:8][CH:9]2[C:13]([CH3:14])=[N:12][N:11]([C:15]3[N:20]=[C:19]([C:21]4[CH:26]=[CH:25][CH:24]=[CH:23][N:22]=4)[CH:18]=[CH:17][N:16]=3)[C:10]2=[O:27])=[CH:4][CH:3]=1.[C:28](=O)([O-])[O-].[K+].[K+].IC.O.